From a dataset of Peptide-MHC class I binding affinity with 185,985 pairs from IEDB/IMGT. Regression. Given a peptide amino acid sequence and an MHC pseudo amino acid sequence, predict their binding affinity value. This is MHC class I binding data. (1) The peptide sequence is KRVDWSVEY. The MHC is HLA-A11:01 with pseudo-sequence HLA-A11:01. The binding affinity (normalized) is 0.161. (2) The MHC is HLA-A02:02 with pseudo-sequence HLA-A02:02. The peptide sequence is DTMSIYIAVA. The binding affinity (normalized) is 0.726.